Dataset: Experimentally validated miRNA-target interactions with 360,000+ pairs, plus equal number of negative samples. Task: Binary Classification. Given a miRNA mature sequence and a target amino acid sequence, predict their likelihood of interaction. (1) The miRNA is mmu-miR-344e-3p with sequence GAUAUAACCAAAGCCUGACUAU. The protein sequence of the target gene is MNRIRIHVLPTNRGRITPVPRSQEPLSCSFTHRPCSQPRLEGQEFCIKHILEDKNAPFKQCSYVSTKNGKRCPSAAPKPEKKDGVSFCAEHARRNALALHAQMKKSNPGPMGETLLCQLSSYAKTELGSQTPESSRSEASRILDEDSWSDGDQEPITVDQTWRGDPDSEADSIDSDQEDPLKHAGVYTAEEVALIMREKLIRLQSLYIDQFKRLQHLLKEKKRRYLHNRKVEHEALGSSLLTGPEGLLAKERENLKRLKCLRRYRQRYGVEALLHRQLKERRMLATDGAAQQAHTTRSSQ.... Result: 0 (no interaction). (2) The miRNA is hsa-miR-222-3p with sequence AGCUACAUCUGGCUACUGGGU. The protein sequence of the target gene is MAVAVGRPSNEELRNLSLSGHVGFDSLPDQLVNKSTSQGFCFNILCVGETGIGKSTLMDTLFNTKFESDPATHNEPGVRLKARSYELQESNVRLKLTIVDTVGFGDQINKDDSYKPIVEYIDAQFEAYLQEELKIKRSLFNYHDTRIHACLYFIAPTGHSLKSLDLVTMKKLDSKVNIIPIIAKADTIAKNELHKFKSKIMSELVSNGVQIYQFPTDEETVAEINATMSVHLPFAVVGSTEEVKIGNKMAKARQYPWGVVQVENENHCDFVKLREMLIRVNMEDLREQTHTRHYELYRRC.... Result: 1 (interaction). (3) The miRNA is hsa-miR-191-3p with sequence GCUGCGCUUGGAUUUCGUCCCC. The protein sequence of the target gene is MHVARLLPLLLLLGQQLRAASVTEPTLPTVVLAILARNAEHSLPHYLGALERLDYPRARLALWCATDHNMDNTTGMLREWLAAVGRDYATVVWKPEEEARSYPDEQGPKHWTKERHQFLMELRQEALAFARDWGADYILFADTDNILTNNQTLKLLIDRQLPVVAPMLDSQTYYSNFWCGITPQGYYRRTAEYFPTKNRQRQGCFRVPMVHSTFLLSLQTEETARLAFYPPHPNYSWPFDDIIVFAYACQAAGVSMHVCNDHRYGYMNVVVKPHQSLEEEKTNFIHLILEALVDGPPMLA.... Result: 0 (no interaction). (4) The miRNA is mmu-miR-509-3p with sequence UGAUUGACAUUUCUGUAAUGG. The protein sequence of the target gene is MKASAALLCLLLTAAAFSPQGLAQPVGINTSTTCCYRFINKKIPKQRLESYRRTTSSHCPREAVIFKTKLDKEICADPTQKWVQDFMKHLDKKTQTPKL. Result: 0 (no interaction). (5) The miRNA is hsa-miR-615-3p with sequence UCCGAGCCUGGGUCUCCCUCUU. The protein sequence of the target gene is MNLFRFLGDLSHLLAIILLLLKIWKSRSCAGISGKSQVLFAVVFTARYLDLFTNYISLYNTCMKVVYIACSFTTVWLIYSKFKATYDGNHDTFRVEFLVVPTAILAFLVNHDFTPLEILWTFSIYLESVAILPQLFMVSKTGEAETITSHYLFALGVYRTLYLFNWIWRYHFEGFFDLIAIVAGLVQTVLYCDFFYLYITKVLKGKKLSLPA. Result: 1 (interaction). (6) The miRNA is hsa-miR-4644 with sequence UGGAGAGAGAAAAGAGACAGAAG. The protein sequence of the target gene is MKPVHERSQECLPPKKRDLPVTSEDMGRTTSCSTNHTPSSDASEWSRGVVVAGQSQAGARVSLGGDGAEAITGLTVDQYGMLYKVAVPPATFSPTGLPSVVNMSPLPPTFNVASSLIQHPGIHYPPLHYAQLPSTSLQFIGSPYSLPYAVPPNFLPSPLLSPSANLATSHLPHFVPYASLLAEGATPPPQAPSPAHSFNKAPSATSPSGQLPHHSSTQPLDLAPGRMPIYYQMSRLPAGYTLHETPPAGASPVLTPQESQSALEAAAANGGQRPRERNLVRRESEALDSPNSKGEGQGLV.... Result: 1 (interaction).